This data is from Full USPTO retrosynthesis dataset with 1.9M reactions from patents (1976-2016). The task is: Predict the reactants needed to synthesize the given product. (1) Given the product [OH:37][CH2:36][C:34]([NH:1][C@H:2]1[CH2:7][CH2:6][C@H:5]([NH:8][C:9]([C:11]2[C:15]3[N:16]=[CH:17][N:18]=[C:19]([C:20]4[CH:25]=[CH:24][C:23]([O:26][CH3:27])=[CH:22][C:21]=4[O:28][CH2:29][CH2:30][O:31][CH3:32])[C:14]=3[NH:13][CH:12]=2)=[O:10])[CH2:4][CH2:3]1)=[O:35], predict the reactants needed to synthesize it. The reactants are: [NH2:1][C@H:2]1[CH2:7][CH2:6][C@H:5]([NH:8][C:9]([C:11]2[C:15]3[N:16]=[CH:17][N:18]=[C:19]([C:20]4[CH:25]=[CH:24][C:23]([O:26][CH3:27])=[CH:22][C:21]=4[O:28][CH2:29][CH2:30][O:31][CH3:32])[C:14]=3[NH:13][CH:12]=2)=[O:10])[CH2:4][CH2:3]1.Cl[C:34]([CH2:36][O:37]C(=O)C)=[O:35]. (2) Given the product [Si:10]([O:17][CH:18]1[CH2:27][C:26]([CH3:29])([CH3:28])[CH2:25][C:24]2[N:23]=[C:22]([CH:30]3[CH2:31][CH2:32][CH2:33][CH2:34]3)[C:21]([CH:35]([F:7])[C:37]3[CH:42]=[CH:41][C:40]([C:43]([F:46])([F:45])[F:44])=[CH:39][CH:38]=3)=[C:20]([C:47]3[CH:52]=[CH:51][C:50]([F:53])=[C:49]([F:54])[CH:48]=3)[C:19]1=2)([C:13]([CH3:16])([CH3:14])[CH3:15])([CH3:12])[CH3:11], predict the reactants needed to synthesize it. The reactants are: C(N(S(F)(F)[F:7])CC)C.[Si:10]([O:17][CH:18]1[CH2:27][C:26]([CH3:29])([CH3:28])[CH2:25][C:24]2[N:23]=[C:22]([CH:30]3[CH2:34][CH2:33][CH2:32][CH2:31]3)[C:21]([CH:35]([C:37]3[CH:42]=[CH:41][C:40]([C:43]([F:46])([F:45])[F:44])=[CH:39][CH:38]=3)O)=[C:20]([C:47]3[CH:52]=[CH:51][C:50]([F:53])=[C:49]([F:54])[CH:48]=3)[C:19]1=2)([C:13]([CH3:16])([CH3:15])[CH3:14])([CH3:12])[CH3:11]. (3) Given the product [N-:11]([S:12]([C:15]([C:18]([F:21])([F:19])[F:20])([F:16])[F:17])(=[O:13])=[O:14])[S:22]([C:25]([C:28]([F:31])([F:30])[F:29])([F:27])[F:26])(=[O:24])=[O:23].[CH3:2][O:3][CH2:4][N+:5]1([CH3:10])[CH2:9][CH2:8][CH2:7][CH2:6]1, predict the reactants needed to synthesize it. The reactants are: [Cl-].[CH3:2][O:3][CH2:4][N+:5]1([CH3:10])[CH2:9][CH2:8][CH2:7][CH2:6]1.[N-:11]([S:22]([C:25]([C:28]([F:31])([F:30])[F:29])([F:27])[F:26])(=[O:24])=[O:23])[S:12]([C:15]([C:18]([F:21])([F:20])[F:19])([F:17])[F:16])(=[O:14])=[O:13].[Li+].ClCCl. (4) The reactants are: [Br:1][C:2]1[S:3][CH:4]=[CH:5][C:6]=1[C:7]([OH:9])=[O:8].Cl.[CH3:11]O. Given the product [Br:1][C:2]1[S:3][CH:4]=[CH:5][C:6]=1[C:7]([O:9][CH3:11])=[O:8], predict the reactants needed to synthesize it. (5) Given the product [NH:1]1[C:9]2[C:4](=[C:5]([C:10]3[CH:11]=[C:12]([NH2:25])[C:13]4[C:17]([CH:18]=3)=[N:16][N:15]([CH:19]3[CH2:24][CH2:23][CH2:22][CH2:21][O:20]3)[CH:14]=4)[CH:6]=[CH:7][CH:8]=2)[CH:3]=[CH:2]1, predict the reactants needed to synthesize it. The reactants are: [NH:1]1[C:9]2[C:4](=[C:5]([C:10]3[CH:11]=[C:12]([N+:25]([O-])=O)[C:13]4[C:17]([CH:18]=3)=[N:16][N:15]([CH:19]3[CH2:24][CH2:23][CH2:22][CH2:21][O:20]3)[CH:14]=4)[CH:6]=[CH:7][CH:8]=2)[CH:3]=[CH:2]1. (6) Given the product [CH3:12][Si:13]([C:16]#[C:17][C:2]1[CH:3]=[N:4][C:5]2[C:10]([CH:11]=1)=[CH:9][CH:8]=[CH:7][CH:6]=2)([CH3:15])[CH3:14], predict the reactants needed to synthesize it. The reactants are: Br[C:2]1[CH:3]=[N:4][C:5]2[C:10]([CH:11]=1)=[CH:9][CH:8]=[CH:7][CH:6]=2.[CH3:12][Si:13]([C:16]#[CH:17])([CH3:15])[CH3:14].O.